Dataset: Full USPTO retrosynthesis dataset with 1.9M reactions from patents (1976-2016). Task: Predict the reactants needed to synthesize the given product. (1) The reactants are: [CH2:1]([N:3]([CH2:16][CH3:17])[S:4]([C:7]1[CH:11]=[CH:10][S:9][C:8]=1[C:12]([O:14]C)=[O:13])(=[O:6])=[O:5])[CH3:2].[OH-].[Na+].Cl. Given the product [CH2:16]([N:3]([CH2:1][CH3:2])[S:4]([C:7]1[CH:11]=[CH:10][S:9][C:8]=1[C:12]([OH:14])=[O:13])(=[O:5])=[O:6])[CH3:17], predict the reactants needed to synthesize it. (2) Given the product [F:19][C:16]1[CH:17]=[CH:18][C:13]([N:3]2[C:4](=[O:12])[C:5]3[N:6]=[CH:7][N:8]([CH3:11])[C:9]=3[N:10]=[C:2]2[C:28]2[CH2:33][CH2:32][CH:31]([C:34]([F:37])([F:36])[F:35])[CH2:30][CH:29]=2)=[CH:14][CH:15]=1, predict the reactants needed to synthesize it. The reactants are: Cl[C:2]1[N:3]([C:13]2[CH:18]=[CH:17][C:16]([F:19])=[CH:15][CH:14]=2)[C:4](=[O:12])[C:5]2[N:6]=[CH:7][N:8]([CH3:11])[C:9]=2[N:10]=1.CC1(C)C(C)(C)OB([C:28]2[CH2:33][CH2:32][CH:31]([C:34]([F:37])([F:36])[F:35])[CH2:30][CH:29]=2)O1.[O-]P([O-])([O-])=O.[K+].[K+].[K+].